Dataset: Catalyst prediction with 721,799 reactions and 888 catalyst types from USPTO. Task: Predict which catalyst facilitates the given reaction. (1) Reactant: C([N:8]1[CH2:13][CH2:12][N:11]([CH2:14][CH2:15][NH:16][C:17]([CH:19]2[CH2:24][CH2:23][CH2:22][CH2:21][CH2:20]2)=[O:18])[CH2:10][CH2:9]1)C1C=CC=CC=1.Cl.ClCCl. Product: [N:11]1([CH2:14][CH2:15][NH:16][C:17]([CH:19]2[CH2:24][CH2:23][CH2:22][CH2:21][CH2:20]2)=[O:18])[CH2:12][CH2:13][NH:8][CH2:9][CH2:10]1. The catalyst class is: 285. (2) Reactant: [Cl:1][CH2:2][C:3]1[NH:7][N:6]=[N:5][N:4]=1.[C:8]([O-])([O-])=O.[K+].[K+].[CH3:14]I.O. Product: [Cl:1][CH2:2][C:3]1[N:7]([CH3:8])[N:6]=[N:5][N:4]=1.[Cl:1][CH2:2][C:3]1[N:4]=[N:5][N:6]([CH3:14])[N:7]=1. The catalyst class is: 3. (3) Reactant: [F:1][C:2]1[CH:7]=[C:6]([F:8])[CH:5]=[CH:4][C:3]=1[C:9]1[CH:14]=[C:13]([N:15]2[C:19]3[CH:20]=[CH:21][C:22]([C:24]4[CH:25]=[N:26][N:27]([CH3:29])[CH:28]=4)=[CH:23][C:18]=3[N:17]=[CH:16]2)[CH:12]=[C:11]([NH:30][C:31](=[O:38])[CH2:32][C:33]([O:35]CC)=[O:34])[CH:10]=1.[OH-].[Li+]. Product: [F:1][C:2]1[CH:7]=[C:6]([F:8])[CH:5]=[CH:4][C:3]=1[C:9]1[CH:14]=[C:13]([N:15]2[C:19]3[CH:20]=[CH:21][C:22]([C:24]4[CH:25]=[N:26][N:27]([CH3:29])[CH:28]=4)=[CH:23][C:18]=3[N:17]=[CH:16]2)[CH:12]=[C:11]([NH:30][C:31](=[O:38])[CH2:32][C:33]([OH:35])=[O:34])[CH:10]=1. The catalyst class is: 1. (4) Reactant: [C:1]([N:9]1[CH2:13][CH2:12][C@@H:11]([NH:14][CH3:15])[CH2:10]1)(=O)[C:2]1[CH:7]=[CH:6][CH:5]=[CH:4][CH:3]=1.[C:16]1([CH:22]([N:29]=[C:30]=[O:31])[C:23]2[CH:28]=[CH:27][CH:26]=[CH:25][CH:24]=2)[CH:21]=[CH:20][CH:19]=[CH:18][CH:17]=1. Product: [CH:22]([NH:29][C:30](=[O:31])[N:14]([C@@H:11]1[CH2:12][CH2:13][N:9]([CH2:1][C:2]2[CH:7]=[CH:6][CH:5]=[CH:4][CH:3]=2)[CH2:10]1)[CH3:15])([C:23]1[CH:24]=[CH:25][CH:26]=[CH:27][CH:28]=1)[C:16]1[CH:21]=[CH:20][CH:19]=[CH:18][CH:17]=1. The catalyst class is: 2. (5) Reactant: [C:1]1([S:7]([C:10]2[CH:11]=[CH:12][C:13]([C:20]([F:23])([F:22])[F:21])=[C:14]([S:16](Cl)(=[O:18])=[O:17])[CH:15]=2)(=[O:9])=[O:8])[CH:6]=[CH:5][CH:4]=[CH:3][CH:2]=1.[NH2:24][CH2:25][CH:26]1[CH2:31][CH2:30][O:29][CH2:28][CH2:27]1.C(N(CC)CC)C. Product: [C:1]1([S:7]([C:10]2[CH:11]=[CH:12][C:13]([C:20]([F:23])([F:22])[F:21])=[C:14]([S:16]([NH:24][CH2:25][CH:26]3[CH2:31][CH2:30][O:29][CH2:28][CH2:27]3)(=[O:18])=[O:17])[CH:15]=2)(=[O:9])=[O:8])[CH:6]=[CH:5][CH:4]=[CH:3][CH:2]=1. The catalyst class is: 4.